From a dataset of hERG Central: cardiac toxicity at 1µM, 10µM, and general inhibition. Predict hERG channel inhibition at various concentrations. (1) The drug is O=C(COC(=O)c1cccnc1Nc1cccc(C(F)(F)F)c1)NCCN1C(=O)CSC1=O. Results: hERG_inhib (hERG inhibition (general)): blocker. (2) The molecule is O=[N+]([O-])c1ccc(OCCCCCN2CCOCC2)cc1. Results: hERG_inhib (hERG inhibition (general)): blocker. (3) The compound is O=C(CN1CCN(c2ccccc2F)CC1)c1ccc2cc[nH]c2c1. Results: hERG_inhib (hERG inhibition (general)): blocker.